Dataset: NCI-60 drug combinations with 297,098 pairs across 59 cell lines. Task: Regression. Given two drug SMILES strings and cell line genomic features, predict the synergy score measuring deviation from expected non-interaction effect. (1) Drug 1: C1=C(C(=O)NC(=O)N1)F. Drug 2: CC(C)NC(=O)C1=CC=C(C=C1)CNNC.Cl. Cell line: BT-549. Synergy scores: CSS=37.2, Synergy_ZIP=-0.596, Synergy_Bliss=-3.45, Synergy_Loewe=-6.44, Synergy_HSA=-3.24. (2) Drug 1: CN(CCCl)CCCl.Cl. Drug 2: CC1CCCC2(C(O2)CC(NC(=O)CC(C(C(=O)C(C1O)C)(C)C)O)C(=CC3=CSC(=N3)C)C)C. Cell line: NCI-H460. Synergy scores: CSS=84.3, Synergy_ZIP=-0.310, Synergy_Bliss=-1.46, Synergy_Loewe=-2.06, Synergy_HSA=1.56. (3) Drug 1: CC1=C(C(CCC1)(C)C)C=CC(=CC=CC(=CC(=O)O)C)C. Drug 2: CCCCC(=O)OCC(=O)C1(CC(C2=C(C1)C(=C3C(=C2O)C(=O)C4=C(C3=O)C=CC=C4OC)O)OC5CC(C(C(O5)C)O)NC(=O)C(F)(F)F)O. Cell line: EKVX. Synergy scores: CSS=18.1, Synergy_ZIP=-5.98, Synergy_Bliss=-1.34, Synergy_Loewe=-4.21, Synergy_HSA=-1.73. (4) Drug 1: C1CN1C2=NC(=NC(=N2)N3CC3)N4CC4. Drug 2: C1CN(P(=O)(OC1)NCCCl)CCCl. Cell line: HCT-15. Synergy scores: CSS=38.8, Synergy_ZIP=-4.71, Synergy_Bliss=-9.44, Synergy_Loewe=-52.3, Synergy_HSA=-5.87.